Dataset: Catalyst prediction with 721,799 reactions and 888 catalyst types from USPTO. Task: Predict which catalyst facilitates the given reaction. (1) Reactant: [C:1]([C:3]1[CH:4]=[CH:5][C:6]([NH:13][C@@H:14]([C:30]2[CH:35]=[CH:34][CH:33]=[C:32]([F:36])[CH:31]=2)[CH2:15][N:16]([CH3:29])S(C2C=CC([N+]([O-])=O)=CC=2)(=O)=O)=[C:7]2[C:12]=1[N:11]=[CH:10][N:9]=[CH:8]2)#[N:2].[OH-:37].[Na+].OO. Product: [F:36][C:32]1[CH:31]=[C:30]([C@H:14]([NH:13][C:6]2[CH:5]=[CH:4][C:3]([C:1]([NH2:2])=[O:37])=[C:12]3[C:7]=2[CH:8]=[N:9][CH:10]=[N:11]3)[CH2:15][NH:16][CH3:29])[CH:35]=[CH:34][CH:33]=1. The catalyst class is: 16. (2) Reactant: [NH2:1][C:2]1[CH:10]=[CH:9][C:8]([CH3:11])=[CH:7][C:3]=1[C:4]([OH:6])=[O:5].[C:12](=[S:14])=[S:13].[CH3:15]CN(CC)CC.IC.Cl. Product: [CH3:11][C:8]1[CH:9]=[CH:10][C:2]([NH:1][C:12]([S:14][CH3:15])=[S:13])=[C:3]([CH:7]=1)[C:4]([OH:6])=[O:5]. The catalyst class is: 12. (3) Reactant: COC[N:4]1[C:12]2[C:7](=[C:8]([CH3:23])[CH:9]=[CH:10][C:11]=2[N:13]([CH3:22])[S:14]([C:17]2[S:18][CH:19]=[CH:20][CH:21]=2)(=[O:16])=[O:15])[CH:6]=[C:5]1[C:24]([O:26]CC)=[O:25].Cl.O1CCCC1. Product: [CH3:23][C:8]1[CH:9]=[CH:10][C:11]([N:13]([CH3:22])[S:14]([C:17]2[S:18][CH:19]=[CH:20][CH:21]=2)(=[O:15])=[O:16])=[C:12]2[C:7]=1[CH:6]=[C:5]([C:24]([OH:26])=[O:25])[NH:4]2. The catalyst class is: 8. (4) Reactant: [CH3:1][C:2]1[S:12][C:5]2[NH:6][C:7](=O)[NH:8][C:9](=[O:10])[C:4]=2[CH:3]=1.[C:13]([O-:16])([O-])=O.[K+].[K+].[CH3:19]I. Product: [CH3:19][N:6]1[C:5]2[S:12][C:2]([CH3:1])=[CH:3][C:4]=2[C:9](=[O:10])[N:8]([CH3:7])[C:13]1=[O:16]. The catalyst class is: 18. (5) Reactant: [Cl:1][C:2]1[N:7]=[C:6](Cl)[CH:5]=[CH:4][N:3]=1.[NH2:9][C:10]1[CH:11]=[N:12][C:13]2[C:18]([CH:19]=1)=[CH:17][CH:16]=[CH:15][CH:14]=2.C(N(C(C)C)C(C)C)C. Product: [Cl:1][C:2]1[N:7]=[C:6]([NH:9][C:10]2[CH:11]=[N:12][C:13]3[C:18]([CH:19]=2)=[CH:17][CH:16]=[CH:15][CH:14]=3)[CH:5]=[CH:4][N:3]=1. The catalyst class is: 41. (6) Reactant: Br[C:2]1[N:10]([CH2:11][C:12]2[CH:17]=[CH:16][C:15]([C:18]([F:21])([F:20])[F:19])=[CH:14][CH:13]=2)[C:9]2[C:4](=[N:5][C:6]([C:29]#[N:30])=[N:7][C:8]=2[NH:22][C@@H:23]([CH:25]2[CH2:28][CH2:27][CH2:26]2)[CH3:24])[N:3]=1.[Br:31][C:32]1[CH:37]=[CH:36][C:35](B(O)O)=[C:34]([CH3:41])[CH:33]=1.C(=O)([O-])[O-].[Na+].[Na+].C1(C)C=CC=CC=1. The catalyst class is: 461. Product: [Br:31][C:32]1[CH:37]=[CH:36][C:35]([C:2]2[N:10]([CH2:11][C:12]3[CH:13]=[CH:14][C:15]([C:18]([F:21])([F:19])[F:20])=[CH:16][CH:17]=3)[C:9]3[C:4](=[N:5][C:6]([C:29]#[N:30])=[N:7][C:8]=3[NH:22][C@@H:23]([CH:25]3[CH2:28][CH2:27][CH2:26]3)[CH3:24])[N:3]=2)=[C:34]([CH3:41])[CH:33]=1.